From a dataset of Full USPTO retrosynthesis dataset with 1.9M reactions from patents (1976-2016). Predict the reactants needed to synthesize the given product. Given the product [CH3:15][O:1][C:2]1[CH:9]=[CH:8][C:7]([O:10][C:11]([F:12])([F:13])[F:14])=[CH:6][C:3]=1[CH:4]=[O:5], predict the reactants needed to synthesize it. The reactants are: [OH:1][C:2]1[CH:9]=[CH:8][C:7]([O:10][C:11]([F:14])([F:13])[F:12])=[CH:6][C:3]=1[CH:4]=[O:5].[CH3:15]N(C)C=O.C(=O)([O-])[O-].[K+].[K+].CI.